The task is: Predict the reaction yield, written as a fraction of the theoretical maximum amount of product (1.0 means a 100% yield; for example, 0.34 means a 34% yield).. This data is from Reaction yield outcomes from USPTO patents with 853,638 reactions. (1) The reactants are Cl[C:2]1[C:7]2[C:8](=[O:22])[N:9]([CH2:11][C:12]3[CH:17]=[CH:16][C:15]([O:18][CH3:19])=[CH:14][C:13]=3[O:20][CH3:21])[CH2:10][C:6]=2[C:5]([F:23])=[C:4]([NH:24][C@@H:25]2[CH2:30][CH2:29][CH2:28][CH2:27][C@@H:26]2[NH:31][C:32](=[O:38])[O:33][C:34]([CH3:37])([CH3:36])[CH3:35])[N:3]=1.C([Sn](CCCC)(CCCC)[C:44]1[S:48][C:47]([NH:49][C:50](=[O:56])[O:51][C:52]([CH3:55])([CH3:54])[CH3:53])=[N:46][CH:45]=1)CCC. The catalyst is C1(C)C=CC=CC=1.C1C=CC([P]([Pd]([P](C2C=CC=CC=2)(C2C=CC=CC=2)C2C=CC=CC=2)([P](C2C=CC=CC=2)(C2C=CC=CC=2)C2C=CC=CC=2)[P](C2C=CC=CC=2)(C2C=CC=CC=2)C2C=CC=CC=2)(C2C=CC=CC=2)C2C=CC=CC=2)=CC=1. The product is [C:34]([O:33][C:32]([NH:31][C@H:26]1[CH2:27][CH2:28][CH2:29][CH2:30][C@H:25]1[NH:24][C:4]1[N:3]=[C:2]([C:44]2[S:48][C:47]([NH:49][C:50](=[O:56])[O:51][C:52]([CH3:54])([CH3:53])[CH3:55])=[N:46][CH:45]=2)[C:7]2[C:8](=[O:22])[N:9]([CH2:11][C:12]3[CH:17]=[CH:16][C:15]([O:18][CH3:19])=[CH:14][C:13]=3[O:20][CH3:21])[CH2:10][C:6]=2[C:5]=1[F:23])=[O:38])([CH3:35])([CH3:36])[CH3:37]. The yield is 0.640. (2) The reactants are [O:1]=[C:2]1[C@@H:6]([NH:7][C:8](=[O:14])[O:9][C:10]([CH3:13])([CH3:12])[CH3:11])[CH2:5][CH2:4][NH:3]1.[H-].[Na+].FC(F)(F)S(O[CH2:23][C:24]([F:27])([F:26])[F:25])(=O)=O. The catalyst is CN(C=O)C. The product is [O:1]=[C:2]1[C@@H:6]([NH:7][C:8](=[O:14])[O:9][C:10]([CH3:11])([CH3:13])[CH3:12])[CH2:5][CH2:4][N:3]1[CH2:23][C:24]([F:27])([F:26])[F:25]. The yield is 0.270.